Dataset: Peptide-MHC class II binding affinity with 134,281 pairs from IEDB. Task: Regression. Given a peptide amino acid sequence and an MHC pseudo amino acid sequence, predict their binding affinity value. This is MHC class II binding data. The peptide sequence is LWWSTMYLTHHYFVDL. The MHC is DRB1_0901 with pseudo-sequence DRB1_0901. The binding affinity (normalized) is 0.